From a dataset of Reaction yield outcomes from USPTO patents with 853,638 reactions. Predict the reaction yield, written as a fraction of the theoretical maximum amount of product (1.0 means a 100% yield; for example, 0.34 means a 34% yield). (1) The reactants are [Cl:1][C:2]1[CH:10]=[C:6]([C:7]([OH:9])=O)[C:5]([OH:11])=[CH:4][CH:3]=1.[NH2:12][C:13]1[CH:14]=[C:15]([N:19]2[C:23]([C:24]3[CH:29]=[CH:28][CH:27]=[CH:26][CH:25]=3)=[CH:22][C:21]([C:30]([F:33])([F:32])[F:31])=[N:20]2)[CH:16]=[CH:17][CH:18]=1. No catalyst specified. The product is [Cl:1][C:2]1[CH:3]=[CH:4][C:5]([OH:11])=[C:6]([CH:10]=1)[C:7]([NH:12][C:13]1[CH:18]=[CH:17][CH:16]=[C:15]([N:19]2[C:23]([C:24]3[CH:29]=[CH:28][CH:27]=[CH:26][CH:25]=3)=[CH:22][C:21]([C:30]([F:33])([F:32])[F:31])=[N:20]2)[CH:14]=1)=[O:9]. The yield is 0.744. (2) The reactants are C[Al](C)C.[N:5]1[CH:10]=[CH:9][C:8]([CH2:11][NH2:12])=[CH:7][CH:6]=1.[Si]([O:30][CH2:31][C:32]1[C:33]([N:47]2[CH2:52][C@H:51]([CH3:53])[O:50][C@H:49]([CH3:54])[CH2:48]2)=[C:34]([F:46])[C:35]2[O:39][N:38]=[C:37]([C:40](OCC)=[O:41])[C:36]=2[CH:45]=1)(C(C)(C)C)(C1C=CC=CC=1)C1C=CC=CC=1.S([O-])([O-])(=O)=O.[Na+].[Na+].C(O)(=O)C.CCCC[N+](CCCC)(CCCC)CCCC.[F-]. The catalyst is C1(C)C=CC=CC=1.O. The product is [CH3:54][C@@H:49]1[CH2:48][N:47]([C:33]2[C:32]([CH2:31][OH:30])=[CH:45][C:36]3[C:37]([C:40]([NH:12][CH2:11][C:8]4[CH:9]=[CH:10][N:5]=[CH:6][CH:7]=4)=[O:41])=[N:38][O:39][C:35]=3[C:34]=2[F:46])[CH2:52][C@H:51]([CH3:53])[O:50]1. The yield is 0.650. (3) The reactants are Cl[C:2]1[N:3]=[C:4]([O:21][CH:22]2[CH2:25][CH:24]([NH:26][C:27](=[O:33])[O:28][C:29]([CH3:32])([CH3:31])[CH3:30])[CH2:23]2)[C:5]2[C:10]([C:11]#[N:12])=[CH:9][N:8]([CH2:13][O:14][CH2:15][CH2:16][Si:17]([CH3:20])([CH3:19])[CH3:18])[C:6]=2[N:7]=1.[CH3:34][N:35]1[CH:39]=[C:38]([NH2:40])[CH:37]=[N:36]1.C([O-])([O-])=O.[Cs+].[Cs+].CC1(C)C2C(=C(P(C3C=CC=CC=3)C3C=CC=CC=3)C=CC=2)OC2C(P(C3C=CC=CC=3)C3C=CC=CC=3)=CC=CC1=2. The catalyst is C1C=CC(/C=C/C(/C=C/C2C=CC=CC=2)=O)=CC=1.C1C=CC(/C=C/C(/C=C/C2C=CC=CC=2)=O)=CC=1.C1C=CC(/C=C/C(/C=C/C2C=CC=CC=2)=O)=CC=1.[Pd].[Pd].O1CCOCC1. The product is [C:11]([C:10]1[C:5]2[C:4]([O:21][CH:22]3[CH2:25][CH:24]([NH:26][C:27](=[O:33])[O:28][C:29]([CH3:32])([CH3:31])[CH3:30])[CH2:23]3)=[N:3][C:2]([NH:40][C:38]3[CH:37]=[N:36][N:35]([CH3:34])[CH:39]=3)=[N:7][C:6]=2[N:8]([CH2:13][O:14][CH2:15][CH2:16][Si:17]([CH3:20])([CH3:19])[CH3:18])[CH:9]=1)#[N:12]. The yield is 0.840. (4) The reactants are [C:1]([O:5][C:6]([N:8]([C:25]1[C:30]([O:31][CH3:32])=[CH:29][N:28]=[C:27](Cl)[N:26]=1)[C:9]1[CH:10]=[C:11]2[C:15](=[CH:16][CH:17]=1)[N:14]([C:18]([O:20][C:21]([CH3:24])([CH3:23])[CH3:22])=[O:19])[N:13]=[CH:12]2)=[O:7])([CH3:4])([CH3:3])[CH3:2].[CH:34]([NH:37][C:38](=[O:56])[CH2:39][O:40][C:41]1[CH:46]=[CH:45][CH:44]=[C:43](B2OC(C)(C)C(C)(C)O2)[CH:42]=1)([CH3:36])[CH3:35].CC(OC(OC(OC(C)(C)C)=O)=O)(C)C.[F-].[Cs+]. The catalyst is C1C=CC([P]([Pd]([P](C2C=CC=CC=2)(C2C=CC=CC=2)C2C=CC=CC=2)([P](C2C=CC=CC=2)(C2C=CC=CC=2)C2C=CC=CC=2)[P](C2C=CC=CC=2)(C2C=CC=CC=2)C2C=CC=CC=2)(C2C=CC=CC=2)C2C=CC=CC=2)=CC=1.O.O1CCOCC1. The product is [C:1]([O:5][C:6]([N:8]([C:25]1[C:30]([O:31][CH3:32])=[CH:29][N:28]=[C:27]([C:45]2[CH:44]=[CH:43][CH:42]=[C:41]([O:40][CH2:39][C:38]([NH:37][CH:34]([CH3:36])[CH3:35])=[O:56])[CH:46]=2)[N:26]=1)[C:9]1[CH:10]=[C:11]2[C:15](=[CH:16][CH:17]=1)[N:14]([C:18]([O:20][C:21]([CH3:24])([CH3:23])[CH3:22])=[O:19])[N:13]=[CH:12]2)=[O:7])([CH3:4])([CH3:3])[CH3:2]. The yield is 0.490. (5) The reactants are CC1C2N=C[N:7](C3CCCCO3)[C:6]=2C=C(B2OC(C)(C)C(C)(C)O2)C=1.[Br:26][C:27]1[CH:28]=[C:29]([CH3:42])[C:30]2[N:34]=[CH:33][N:32]([CH:35]3CCCC[O:36]3)[C:31]=2[CH:41]=1.B1(B2[O:56][C:55]([CH3:58])([CH3:57])[C:54](C)(C)O2)O[C:54](C)(C)[C:55]([CH3:58])([CH3:57])[O:56]1.ClCCl.C([O-])(=O)C.[K+]. The catalyst is C1C=CC(P(C2C=CC=CC=2)[C-]2C=CC=C2)=CC=1.C1C=CC(P(C2C=CC=CC=2)[C-]2C=CC=C2)=CC=1.Cl[Pd]Cl.[Fe+2].CS(C)=O. The product is [Br:26][C:27]1[CH:28]=[C:29]([CH3:42])[C:30]2[N:34]=[C:33]([NH:7][CH3:6])[N:32]([C:35]([O:56][C:55]([CH3:54])([CH3:57])[CH3:58])=[O:36])[C:31]=2[CH:41]=1. The yield is 0.770. (6) The reactants are [NH2:1][C:2]1[C:3]([Cl:9])=[N:4][CH:5]=[CH:6][C:7]=1[CH3:8].C([O-])(=O)C.[K+].[N:15]([O-])=O.[Na+]. The catalyst is CC(O)=O.O. The product is [Cl:9][C:3]1[N:4]=[CH:5][CH:6]=[C:7]2[CH:8]=[N:15][NH:1][C:2]=12. The yield is 0.460. (7) The reactants are [NH2:1][C:2]1[CH:10]=[CH:9][C:5]([C:6]([OH:8])=[O:7])=[CH:4][N:3]=1.S(Cl)(Cl)=O.[CH2:15](O)[CH3:16]. No catalyst specified. The product is [NH2:1][C:2]1[CH:10]=[CH:9][C:5]([C:6]([O:8][CH2:15][CH3:16])=[O:7])=[CH:4][N:3]=1. The yield is 0.760. (8) The reactants are [NH2:1][CH2:2][C:3]1[C:4]([NH:12][C:13]2[C:18]([F:19])=[CH:17][CH:16]=[CH:15][C:14]=2[F:20])=[N:5][C:6]([S:10][CH3:11])=[N:7][C:8]=1[Cl:9].[C:21](C1NC=CN=1)(C1NC=CN=1)=[O:22]. The catalyst is C(Cl)Cl. The product is [Cl:9][C:8]1[N:7]=[C:6]([S:10][CH3:11])[N:5]=[C:4]2[N:12]([C:13]3[C:14]([F:20])=[CH:15][CH:16]=[CH:17][C:18]=3[F:19])[C:21](=[O:22])[NH:1][CH2:2][C:3]=12. The yield is 0.810. (9) The reactants are C(OC([N:8]1[CH2:11][CH:10]([C:12]2[C:17]([C:18]3[CH:19]=[C:20]([CH3:24])[CH:21]=[CH:22][CH:23]=3)=[N:16][CH:15]=[CH:14][N:13]=2)[CH2:9]1)=O)(C)(C)C.[ClH:25].CO. No catalyst specified. The product is [ClH:25].[NH:8]1[CH2:11][CH:10]([C:12]2[C:17]([C:18]3[CH:19]=[C:20]([CH3:24])[CH:21]=[CH:22][CH:23]=3)=[N:16][CH:15]=[CH:14][N:13]=2)[CH2:9]1. The yield is 0.992. (10) The reactants are [CH2:1]([Li])CCC.Br[C:7]1[C:15]2[C:14]([Cl:16])=[N:13][CH:12]=[N:11][C:10]=2[NH:9][CH:8]=1.CI. The catalyst is O1CCCC1.O. The product is [Cl:16][C:14]1[C:15]2[C:7]([CH3:1])=[CH:8][NH:9][C:10]=2[N:11]=[CH:12][N:13]=1. The yield is 0.491.